From a dataset of Forward reaction prediction with 1.9M reactions from USPTO patents (1976-2016). Predict the product of the given reaction. (1) Given the reactants [O:1]1[CH2:6][CH2:5][N:4]([C:7]2[N:12]=[CH:11][C:10]([NH:13][C:14](=[O:39])[C:15]3[CH:20]=[C:19]([CH2:21][C:22]4[C:23](=[O:34])[C:24]([O:32][CH3:33])=[C:25]([O:30][CH3:31])[C:26](=[O:29])[C:27]=4[CH3:28])[CH:18]=[CH:17][C:16]=3[O:35]C(=O)C)=[CH:9][CH:8]=2)[CH2:3][CH2:2]1.C(=O)([O-])O.[Na+], predict the reaction product. The product is: [O:1]1[CH2:6][CH2:5][N:4]([C:7]2[N:12]=[CH:11][C:10]([NH:13][C:14](=[O:39])[C:15]3[CH:20]=[C:19]([CH2:21][C:22]4[C:23](=[O:34])[C:24]([O:32][CH3:33])=[C:25]([O:30][CH3:31])[C:26](=[O:29])[C:27]=4[CH3:28])[CH:18]=[CH:17][C:16]=3[OH:35])=[CH:9][CH:8]=2)[CH2:3][CH2:2]1. (2) Given the reactants [Cl:1][C:2]1[S:6][C:5]([C:7]([NH:9][C:10]2[CH:18]=[CH:17][CH:16]=[C:15]3[C:11]=2[C:12](=[O:43])[N:13]([CH2:20][C:21]2[CH:22]=[C:23]([C:27]4[CH:32]=[CH:31][C:30]([F:33])=[C:29]([CH2:34][NH:35]C(=O)OC(C)(C)C)[CH:28]=4)[CH:24]=[CH:25][CH:26]=2)[C:14]3=[O:19])=[O:8])=[CH:4][CH:3]=1.Cl, predict the reaction product. The product is: [ClH:1].[NH2:35][CH2:34][C:29]1[CH:28]=[C:27]([C:23]2[CH:24]=[CH:25][CH:26]=[C:21]([CH2:20][N:13]3[C:12](=[O:43])[C:11]4[C:15](=[CH:16][CH:17]=[CH:18][C:10]=4[NH:9][C:7]([C:5]4[S:6][C:2]([Cl:1])=[CH:3][CH:4]=4)=[O:8])[C:14]3=[O:19])[CH:22]=2)[CH:32]=[CH:31][C:30]=1[F:33].